Dataset: Forward reaction prediction with 1.9M reactions from USPTO patents (1976-2016). Task: Predict the product of the given reaction. Given the reactants [C:1]([C:3]1[CH:8]=[CH:7][CH:6]=[CH:5][C:4]=1[C:9]1[CH:14]=[CH:13][C:12]([CH2:15][CH:16]([C:21](=O)[CH2:22][CH2:23][CH2:24][CH3:25])[C:17](OC)=[O:18])=[CH:11][CH:10]=1)#[N:2].[CH3:27][CH:28]1[CH2:33][CH:32]([NH:34][C:35]2[NH:39][CH:38]=[N:37][N:36]=2)[CH2:31][CH2:30][O:29]1, predict the reaction product. The product is: [CH2:22]([C:21]1[N:36]2[N:37]=[CH:38][N:39]=[C:35]2[N:34]([CH:32]2[CH2:31][CH2:30][O:29][CH:28]([CH3:27])[CH2:33]2)[C:17](=[O:18])[C:16]=1[CH2:15][C:12]1[CH:11]=[CH:10][C:9]([C:4]2[C:3]([C:1]#[N:2])=[CH:8][CH:7]=[CH:6][CH:5]=2)=[CH:14][CH:13]=1)[CH2:23][CH2:24][CH3:25].